Dataset: Full USPTO retrosynthesis dataset with 1.9M reactions from patents (1976-2016). Task: Predict the reactants needed to synthesize the given product. Given the product [CH:41]1([C:45]2[O:49][N:48]=[C:47]([C:50]3[C:51]([Cl:57])=[CH:52][N:53]=[CH:54][C:55]=3[Cl:56])[C:46]=2[CH2:58][O:1][C:2]2[CH:7]=[CH:6][C:5]([C:8]3[CH:9]=[C:10]4[C:15](=[CH:16][CH:17]=3)[N:14]=[C:13]([C:18]([O:20][CH3:21])=[O:19])[CH:12]=[CH:11]4)=[CH:4][CH:3]=2)[CH2:42][CH2:43][CH2:44]1, predict the reactants needed to synthesize it. The reactants are: [OH:1][C:2]1[CH:7]=[CH:6][C:5]([C:8]2[CH:9]=[C:10]3[C:15](=[CH:16][CH:17]=2)[N:14]=[C:13]([C:18]([O:20][CH3:21])=[O:19])[CH:12]=[CH:11]3)=[CH:4][CH:3]=1.C1(P(C2C=CC=CC=2)C2C=CC=CC=2)C=CC=CC=1.[CH:41]1([C:45]2[O:49][N:48]=[C:47]([C:50]3[C:55]([Cl:56])=[CH:54][N:53]=[CH:52][C:51]=3[Cl:57])[C:46]=2[CH2:58]O)[CH2:44][CH2:43][CH2:42]1.N(C(OC(C)C)=O)=NC(OC(C)C)=O.